Dataset: Peptide-MHC class I binding affinity with 185,985 pairs from IEDB/IMGT. Task: Regression. Given a peptide amino acid sequence and an MHC pseudo amino acid sequence, predict their binding affinity value. This is MHC class I binding data. The peptide sequence is GTVPTDNPF. The MHC is HLA-A02:01 with pseudo-sequence HLA-A02:01. The binding affinity (normalized) is 0.0847.